Dataset: Full USPTO retrosynthesis dataset with 1.9M reactions from patents (1976-2016). Task: Predict the reactants needed to synthesize the given product. (1) Given the product [CH:1]1([CH2:4][N:5]2[C:10]3=[N:11][NH:12][CH:22]=[C:9]3[C:8](=[O:13])[N:7]([CH3:14])[C:6]2=[O:15])[CH2:2][CH2:3]1, predict the reactants needed to synthesize it. The reactants are: [CH:1]1([CH2:4][N:5]2[C:10]([NH:11][NH2:12])=[CH:9][C:8](=[O:13])[N:7]([CH3:14])[C:6]2=[O:15])[CH2:3][CH2:2]1.O=P(Cl)(Cl)Cl.O.[CH3:22]N(C=O)C. (2) Given the product [CH2:33]([N:17]([CH2:15][CH3:16])[CH2:18][CH2:19][C:20]1[C:21]([CH3:32])=[C:22]2[C:26](=[C:27]([CH3:29])[CH:28]=1)[NH:25][C:24](=[O:30])/[C:23]/2=[N:12]\[NH:11][C:9](=[O:10])[CH:8]([C:5]1[CH:4]=[CH:3][C:2]([F:1])=[CH:7][CH:6]=1)[CH3:13])[CH3:34], predict the reactants needed to synthesize it. The reactants are: [F:1][C:2]1[CH:7]=[CH:6][C:5]([CH:8]([CH3:13])[C:9]([NH:11][NH2:12])=[O:10])=[CH:4][CH:3]=1.Cl.[CH2:15]([N:17]([CH2:33][CH3:34])[CH2:18][CH2:19][C:20]1[C:21]([CH3:32])=[C:22]2[C:26](=[C:27]([CH3:29])[CH:28]=1)[NH:25][C:24](=[O:30])[C:23]2=O)[CH3:16]. (3) Given the product [Cl:1][C:2]1[C:7]([S:8]([N:11]2[CH2:15][CH2:14][CH2:13][CH2:12]2)(=[O:10])=[O:9])=[CH:6][C:5]([C:16]2[N:17]([C:37]([N:54]3[CH2:53][CH2:52][N:51]([CH2:50][CH2:49][CH2:48][S:45]([CH3:44])(=[O:46])=[O:47])[CH2:56][CH2:55]3)=[O:38])[C@@:18]([C:30]3[CH:35]=[CH:34][C:33]([Cl:36])=[CH:32][CH:31]=3)([CH3:29])[C@@:19]([C:22]3[CH:27]=[CH:26][C:25]([Cl:28])=[CH:24][CH:23]=3)([CH3:21])[N:20]=2)=[C:4]([O:40][CH:41]([CH3:42])[CH3:43])[CH:3]=1, predict the reactants needed to synthesize it. The reactants are: [Cl:1][C:2]1[C:7]([S:8]([N:11]2[CH2:15][CH2:14][CH2:13][CH2:12]2)(=[O:10])=[O:9])=[CH:6][C:5]([C:16]2[N:17]([C:37](Cl)=[O:38])[C:18]([C:30]3[CH:35]=[CH:34][C:33]([Cl:36])=[CH:32][CH:31]=3)([CH3:29])[C:19]([C:22]3[CH:27]=[CH:26][C:25]([Cl:28])=[CH:24][CH:23]=3)([CH3:21])[N:20]=2)=[C:4]([O:40][CH:41]([CH3:43])[CH3:42])[CH:3]=1.[CH3:44][S:45]([CH2:48][CH2:49][CH2:50][N:51]1[CH2:56][CH2:55][NH:54][CH2:53][CH2:52]1)(=[O:47])=[O:46]. (4) Given the product [CH2:1]([O:3][C:4]1[CH:5]=[C:6]([CH:11]=[C:12]([O:19][CH2:20][CH3:21])[C:13]=1[C:14]1[CH:15]=[N:16][O:17][CH:18]=1)[C:7]([OH:9])=[O:8])[CH3:2], predict the reactants needed to synthesize it. The reactants are: [CH2:1]([O:3][C:4]1[CH:5]=[C:6]([CH:11]=[C:12]([O:19][CH2:20][CH3:21])[C:13]=1[C:14]1[CH:15]=[N:16][O:17][CH:18]=1)[C:7]([O:9]C)=[O:8])[CH3:2].Cl. (5) Given the product [NH2:32][C@H:29]1[CH2:30][CH2:31][C@H:26]([NH:25][C:13]2[C:12]3[C:17](=[CH:18][CH:19]=[C:10]([C:4]4[CH:5]=[C:6]([F:9])[C:7]([OH:8])=[C:2]([Cl:1])[CH:3]=4)[CH:11]=3)[N:16]=[CH:15][C:14]=2[C:20]([CH:22]2[CH2:23][CH2:24]2)=[O:21])[CH2:27][CH2:28]1, predict the reactants needed to synthesize it. The reactants are: [Cl:1][C:2]1[CH:3]=[C:4]([C:10]2[CH:11]=[C:12]3[C:17](=[CH:18][CH:19]=2)[N:16]=[CH:15][C:14]([C:20]([CH:22]2[CH2:24][CH2:23]2)=[O:21])=[C:13]3[NH:25][C@H:26]2[CH2:31][CH2:30][C@H:29]([NH:32]C(=O)OC(C)(C)C)[CH2:28][CH2:27]2)[CH:5]=[C:6]([F:9])[C:7]=1[OH:8].C(O)(C(F)(F)F)=O. (6) Given the product [S:1]1[C:5]2[CH:6]=[CH:7][CH:8]=[CH:9][C:4]=2[N:3]=[C:2]1[C:10]1[C:15](=[O:16])[NH:14][C:13]([CH:17]2[CH2:18][CH2:19][N:20]([C:45]([O:47][CH3:48])=[O:46])[CH2:21][CH2:22]2)=[N:12][C:11]=1[NH:23][C@@H:24]1[CH2:29][CH2:28][CH2:27][N:26]([C:30]([O:32][C:33]([CH3:36])([CH3:35])[CH3:34])=[O:31])[CH2:25]1, predict the reactants needed to synthesize it. The reactants are: [S:1]1[C:5]2[CH:6]=[CH:7][CH:8]=[CH:9][C:4]=2[N:3]=[C:2]1[C:10]1[C:15](=[O:16])[NH:14][C:13]([CH:17]2[CH2:22][CH2:21][NH:20][CH2:19][CH2:18]2)=[N:12][C:11]=1[NH:23][C@@H:24]1[CH2:29][CH2:28][CH2:27][N:26]([C:30]([O:32][C:33]([CH3:36])([CH3:35])[CH3:34])=[O:31])[CH2:25]1.C(N(CC)CC)C.Cl[C:45]([O:47][CH3:48])=[O:46].